This data is from Full USPTO retrosynthesis dataset with 1.9M reactions from patents (1976-2016). The task is: Predict the reactants needed to synthesize the given product. (1) The reactants are: Br[C:2]1[CH:7]=[CH:6][CH:5]=[C:4]([S:8][CH3:9])[C:3]=1[F:10].[NH:11]1[CH2:16][CH2:15][NH:14][CH2:13][CH2:12]1.CC(C)([O-])C.[K+].P1(O)(OC2C=CC3C(C=2C2C4C(C=CC=2O1)=CC=CC=4)=CC=CC=3)=O.CS(OC1C=CC=C(C2CCNCC2)C=1F)(=O)=O. Given the product [F:10][C:3]1[C:4]([S:8][CH3:9])=[CH:5][CH:6]=[CH:7][C:2]=1[N:11]1[CH2:16][CH2:15][NH:14][CH2:13][CH2:12]1, predict the reactants needed to synthesize it. (2) Given the product [CH3:15][C:16]1[CH:21]=[C:20]([CH3:22])[CH:19]=[C:18]([CH3:23])[C:17]=1[S:24]([O:27][C:28]1[C:33]([CH2:34][C:35]2[CH:40]=[CH:39][C:38]([O:41][CH2:42][CH2:43][CH2:44][O:45][S:2]([CH3:1])(=[O:4])=[O:3])=[CH:37][C:36]=2[O:46][CH3:47])=[C:32]([CH3:48])[N:31]=[C:30]([NH2:49])[N:29]=1)(=[O:25])=[O:26], predict the reactants needed to synthesize it. The reactants are: [CH3:1][S:2](Cl)(=[O:4])=[O:3].C(N(C(C)C)CC)(C)C.[CH3:15][C:16]1[CH:21]=[C:20]([CH3:22])[CH:19]=[C:18]([CH3:23])[C:17]=1[S:24]([O:27][C:28]1[C:33]([CH2:34][C:35]2[CH:40]=[CH:39][C:38]([O:41][CH2:42][CH2:43][CH2:44][OH:45])=[CH:37][C:36]=2[O:46][CH3:47])=[C:32]([CH3:48])[N:31]=[C:30]([NH2:49])[N:29]=1)(=[O:26])=[O:25]. (3) Given the product [Br:1][C:2]1[CH:3]=[C:4]([CH:7]=[C:8]2[O:11][CH2:28][O:10][C:9]=12)[CH:5]=[O:6], predict the reactants needed to synthesize it. The reactants are: [Br:1][C:2]1[CH:3]=[C:4]([CH:7]=[C:8]([OH:11])[C:9]=1[OH:10])[CH:5]=[O:6].[F-].[K+].O=P12OP3(OP(OP(O3)(O1)=O)(=O)O2)=O.[CH2:28](Br)Br. (4) Given the product [F:21][CH:19]([F:20])[CH2:18][O:17][C:11]1[C:10]([C:9]([NH:8][C:5]2[CH:4]=[CH:3][C:2]([Br:1])=[CH:7][CH:6]=2)=[O:22])=[CH:15][C:14]([NH:16][C:26](=[O:27])[C:25]2[CH:29]=[C:30]([CH2:33][NH:34][C:35]([C:37]([CH3:38])([CH3:40])[CH3:39])=[O:36])[CH:31]=[CH:32][C:24]=2[Cl:23])=[CH:13][N:12]=1, predict the reactants needed to synthesize it. The reactants are: [Br:1][C:2]1[CH:7]=[CH:6][C:5]([NH:8][C:9](=[O:22])[C:10]2[CH:15]=[C:14]([NH2:16])[CH:13]=[N:12][C:11]=2[O:17][CH2:18][CH:19]([F:21])[F:20])=[CH:4][CH:3]=1.[Cl:23][C:24]1[CH:32]=[CH:31][C:30]([CH2:33][NH:34][C:35]([C:37]([CH3:40])([CH3:39])[CH3:38])=[O:36])=[CH:29][C:25]=1[C:26](O)=[O:27]. (5) Given the product [F:29][C:30]1[CH:31]=[C:32]([CH:35]=[CH:36][C:37]=1[CH3:38])[CH2:33][NH:3][CH:4]1[CH2:9][CH2:8][N:7]([CH2:10][CH2:11][N:12]2[C:21]3[C:16](=[CH:17][CH:18]=[C:19]([O:22][CH3:23])[CH:20]=3)[C:15]([C:24]([NH:26][CH3:27])=[O:25])=[CH:14][C:13]2=[O:28])[CH2:6][CH2:5]1, predict the reactants needed to synthesize it. The reactants are: CO.[NH2:3][CH:4]1[CH2:9][CH2:8][N:7]([CH2:10][CH2:11][N:12]2[C:21]3[C:16](=[CH:17][CH:18]=[C:19]([O:22][CH3:23])[CH:20]=3)[C:15]([C:24]([NH:26][CH3:27])=[O:25])=[CH:14][C:13]2=[O:28])[CH2:6][CH2:5]1.[F:29][C:30]1[CH:31]=[C:32]([CH:35]=[CH:36][C:37]=1[CH3:38])[CH:33]=O.C([BH3-])#N.[Na+]. (6) Given the product [C:2]([C:3](=[CH:14][N:15]([CH3:17])[CH3:16])[C:4]#[N:5])(=[O:1])[C:6]1[CH:11]=[CH:10][CH:9]=[CH:8][CH:7]=1, predict the reactants needed to synthesize it. The reactants are: [O:1]=[C:2]([C:6]1[CH:11]=[CH:10][CH:9]=[CH:8][CH:7]=1)[CH2:3][C:4]#[N:5].CO[CH:14](OC)[N:15]([CH3:17])[CH3:16].